This data is from Forward reaction prediction with 1.9M reactions from USPTO patents (1976-2016). The task is: Predict the product of the given reaction. Given the reactants [Cl:1][C:2]1[CH:7]=[C:6]([CH2:8][S:9]([CH3:11])=[O:10])[CH:5]=[C:4]([CH:12]([F:14])[F:13])[N:3]=1.ClC1C=CC=C(C(OO)=[O:23])C=1, predict the reaction product. The product is: [Cl:1][C:2]1[CH:7]=[C:6]([CH2:8][S:9]([CH3:11])(=[O:23])=[O:10])[CH:5]=[C:4]([CH:12]([F:14])[F:13])[N:3]=1.